From a dataset of Full USPTO retrosynthesis dataset with 1.9M reactions from patents (1976-2016). Predict the reactants needed to synthesize the given product. (1) Given the product [Cl:21][C:22]1[CH:27]=[CH:26][C:25]([C:19]2[C:8]([C:3]3[CH:4]=[CH:5][CH:6]=[CH:7][C:2]=3[Cl:1])=[N:9][N:10]3[C:15]([O:16][CH2:17][CH3:18])=[CH:14][CH:13]=[N:12][C:11]=23)=[CH:24][CH:23]=1, predict the reactants needed to synthesize it. The reactants are: [Cl:1][C:2]1[CH:7]=[CH:6][CH:5]=[CH:4][C:3]=1[C:8]1[C:19](I)=[C:11]2[N:12]=[CH:13][CH:14]=[C:15]([O:16][CH2:17][CH3:18])[N:10]2[N:9]=1.[Cl:21][C:22]1[CH:27]=[CH:26][C:25](B(O)O)=[CH:24][CH:23]=1.C([O-])([O-])=O.[K+].[K+]. (2) Given the product [NH:13]([C:3]1[C:4]2[CH:12]=[N:11][CH:10]=[CH:9][C:5]=2[N:6]=[CH:7][N:8]=1)[C:14]1[CH:19]=[CH:18][CH:17]=[CH:16][CH:15]=1, predict the reactants needed to synthesize it. The reactants are: CS[C:3]1[C:4]2[CH:12]=[N:11][CH:10]=[CH:9][C:5]=2[N:6]=[CH:7][N:8]=1.[NH2:13][C:14]1[CH:19]=[CH:18][CH:17]=[CH:16][CH:15]=1. (3) Given the product [CH3:24][N:25]1[CH2:26][CH2:27][N:28]([C:31]2[CH:37]=[CH:36][C:34]([NH:35][C:2]3[C:11]4=[N:12][NH:13][CH:14]=[C:10]4[C:9]4[CH:8]=[CH:7][CH:6]=[CH:5][C:4]=4[N:3]=3)=[CH:33][CH:32]=2)[CH2:29][CH2:30]1, predict the reactants needed to synthesize it. The reactants are: Cl[C:2]1[C:11]2=[N:12][N:13](CC3C=CC(OC)=CC=3)[CH:14]=[C:10]2[C:9]2[CH:8]=[CH:7][CH:6]=[CH:5][C:4]=2[N:3]=1.[CH3:24][N:25]1[CH2:30][CH2:29][N:28]([C:31]2[CH:37]=[CH:36][C:34]([NH2:35])=[CH:33][CH:32]=2)[CH2:27][CH2:26]1.Cl. (4) Given the product [F:1][C:2]1[CH:7]=[CH:6][CH:5]=[CH:4][C:3]=1[CH:8]1[CH2:9][CH2:10][N:11]([CH2:21][C:22]2[N:26]([CH3:27])[C:25]3[CH:28]=[CH:29][C:30]([C:32]#[N:33])=[CH:31][C:24]=3[N:23]=2)[CH2:12][CH2:13]1, predict the reactants needed to synthesize it. The reactants are: [F:1][C:2]1[CH:7]=[CH:6][CH:5]=[CH:4][C:3]=1[CH:8]1[CH2:13][CH2:12][NH:11][CH2:10][CH2:9]1.C([O-])([O-])=O.[Na+].[Na+].Cl[CH2:21][C:22]1[N:26]([CH3:27])[C:25]2[CH:28]=[CH:29][C:30]([C:32]#[N:33])=[CH:31][C:24]=2[N:23]=1.